Task: Predict the reaction yield, written as a fraction of the theoretical maximum amount of product (1.0 means a 100% yield; for example, 0.34 means a 34% yield).. Dataset: Reaction yield outcomes from USPTO patents with 853,638 reactions (1) The reactants are [OH:1][C:2]1[CH:10]=[CH:9][C:8]([C:11]2[S:12][CH:13]=[CH:14][CH:15]=2)=[CH:7][C:3]=1[C:4]([OH:6])=O.[CH2:16]([O:18][C:19]([C:21]1[S:25][C:24]([NH2:26])=[N:23][C:22]=1[C:27]1[CH:32]=[CH:31][CH:30]=[CH:29][CH:28]=1)=[O:20])[CH3:17]. No catalyst specified. The product is [CH2:16]([O:18][C:19]([C:21]1[S:25][C:24]([NH:26][C:4](=[O:6])[C:3]2[CH:7]=[C:8]([C:11]3[S:12][CH:13]=[CH:14][CH:15]=3)[CH:9]=[CH:10][C:2]=2[OH:1])=[N:23][C:22]=1[C:27]1[CH:32]=[CH:31][CH:30]=[CH:29][CH:28]=1)=[O:20])[CH3:17]. The yield is 0.582. (2) The reactants are [F:1][C:2]([F:18])([F:17])[CH2:3][CH:4]([NH:6][CH2:7][C:8]1[CH:13]=[CH:12][CH:11]=[C:10]([N+:14]([O-:16])=[O:15])[CH:9]=1)[CH3:5].[C:19](O[C:19]([O:21][C:22]([CH3:25])([CH3:24])[CH3:23])=[O:20])([O:21][C:22]([CH3:25])([CH3:24])[CH3:23])=[O:20].C(N(CC)CC)C. The catalyst is ClCCl. The product is [C:22]([O:21][C:19](=[O:20])[N:6]([CH:4]([CH3:5])[CH2:3][C:2]([F:17])([F:18])[F:1])[CH2:7][C:8]1[CH:13]=[CH:12][CH:11]=[C:10]([N+:14]([O-:16])=[O:15])[CH:9]=1)([CH3:25])([CH3:24])[CH3:23]. The yield is 0.550. (3) The reactants are [CH3:1][C:2]1([CH3:23])[CH2:6][O:5][C:4]2=[CH:7][C:8]3[O:9][CH2:10][C:11]4([C:21]=3[CH:22]=[C:3]12)[C:19]1[C:14](=[CH:15][CH:16]=[CH:17][CH:18]=1)[NH:13][C:12]4=[O:20].[H-].[Na+].Br.Br[CH2:28][C:29]1[CH:30]=[N:31][CH:32]=[CH:33][CH:34]=1. The catalyst is CN(C=O)C. The product is [CH3:1][C:2]1([CH3:23])[CH2:6][O:5][C:4]2=[CH:7][C:8]3[O:9][CH2:10][C:11]4([C:21]=3[CH:22]=[C:3]12)[C:19]1[C:14](=[CH:15][CH:16]=[CH:17][CH:18]=1)[N:13]([CH2:28][C:29]1[CH:30]=[N:31][CH:32]=[CH:33][CH:34]=1)[C:12]4=[O:20]. The yield is 0.480.